Predict the reactants needed to synthesize the given product. From a dataset of Full USPTO retrosynthesis dataset with 1.9M reactions from patents (1976-2016). Given the product [CH3:28][N:29]([CH3:33])[C:30](=[O:31])[O:20][C:17]1[CH:18]=[CH:19][C:14]([CH2:13][C@@H:8]2[C@@H:7]([CH2:6][C:5]3[CH:23]=[CH:24][C:25]([O:26][CH3:27])=[C:3]([O:2][CH3:1])[CH:4]=3)[CH2:11][O:10][C:9]2=[O:12])=[CH:15][C:16]=1[O:21][CH3:22], predict the reactants needed to synthesize it. The reactants are: [CH3:1][O:2][C:3]1[CH:4]=[C:5]([CH:23]=[CH:24][C:25]=1[O:26][CH3:27])[CH2:6][C@H:7]1[CH2:11][O:10][C:9](=[O:12])[C@@H:8]1[CH2:13][C:14]1[CH:19]=[CH:18][C:17]([OH:20])=[C:16]([O:21][CH3:22])[CH:15]=1.[CH3:28][N:29]([CH3:33])[C:30](Cl)=[O:31].[NH4+].[Cl-].